From a dataset of Reaction yield outcomes from USPTO patents with 853,638 reactions. Predict the reaction yield, written as a fraction of the theoretical maximum amount of product (1.0 means a 100% yield; for example, 0.34 means a 34% yield). (1) The reactants are [C:1]([CH:3]([C:7]1[CH:12]=[CH:11][C:10]([C:13]2[N:14]=[N:15][N:16]([CH3:18])[N:17]=2)=[CH:9][C:8]=1[N+:19]([O-])=O)[C:4]([NH2:6])=[O:5])#[N:2]. The catalyst is CN(C=O)C.O.CO.[Zn]. The product is [NH2:2][C:1]1[NH:19][C:8]2[C:7]([C:3]=1[C:4]([NH2:6])=[O:5])=[CH:12][CH:11]=[C:10]([C:13]1[N:14]=[N:15][N:16]([CH3:18])[N:17]=1)[CH:9]=2. The yield is 0.397. (2) The reactants are [Cl:1][C:2]1[CH:3]=[C:4]([CH:8]([OH:30])[CH2:9][NH:10][C:11]2[CH:16]=[CH:15][NH:14][C:13](=[O:17])[C:12]=2[C:18]2[NH:19][C:20]3[CH:26]=[C:25]([C:27]#N)[CH:24]=[C:23]([CH3:29])[C:21]=3[N:22]=2)[CH:5]=[CH:6][CH:7]=1.C([Al]CC(C)C)C(C)C.C(OCC)(=[O:42])C.O. The catalyst is C1(C)C=CC=CC=1. The product is [Cl:1][C:2]1[CH:3]=[C:4]([CH:8]([OH:30])[CH2:9][NH:10][C:11]2[CH:16]=[CH:15][NH:14][C:13](=[O:17])[C:12]=2[C:18]2[NH:19][C:20]3[CH:26]=[C:25]([CH:27]=[O:42])[CH:24]=[C:23]([CH3:29])[C:21]=3[N:22]=2)[CH:5]=[CH:6][CH:7]=1. The yield is 0.0250. (3) The reactants are C(O[C:6]([N:8]1[CH2:13][CH2:12][N:11]([C:14]2[C:19]([NH:20][S:21]([CH3:24])(=[O:23])=[O:22])=[CH:18][CH:17]=[CH:16][C:15]=2[Cl:25])[CH2:10][CH2:9]1)=O)(C)(C)C.FC(F)(F)C(O)=O.[CH3:33][S:34]([N:37]1[CH2:42][CH2:41][C:40]2[N:43]([CH2:56][CH:57]3C[O:58]3)[N:44]=[C:45]([C:46]3[CH:51]=[CH:50][C:49]([C:52]([F:55])([F:54])[F:53])=[CH:48][CH:47]=3)[C:39]=2[CH2:38]1)(=[O:36])=[O:35]. The catalyst is C(Cl)Cl. The product is [Cl:25][C:15]1[C:14]([N:11]2[CH2:10][CH2:9][N:8]([CH2:6][CH:57]([OH:58])[CH2:56][N:43]3[C:40]4[CH2:41][CH2:42][N:37]([S:34]([CH3:33])(=[O:36])=[O:35])[CH2:38][C:39]=4[C:45]([C:46]4[CH:51]=[CH:50][C:49]([C:52]([F:54])([F:55])[F:53])=[CH:48][CH:47]=4)=[N:44]3)[CH2:13][CH2:12]2)=[C:19]([NH:20][S:21]([CH3:24])(=[O:22])=[O:23])[CH:18]=[CH:17][CH:16]=1. The yield is 0.200. (4) The reactants are Br[C:2]1[CH:24]=[CH:23][C:5]([CH2:6][CH:7]2[CH2:11][CH2:10][N:9]([CH:12]3[CH2:21][CH2:20][C:15]4([O:19]CCO4)[CH2:14][CH2:13]3)[C:8]2=[O:22])=[C:4]([Cl:25])[CH:3]=1.C([Li])CCC.[C:31](=[O:33])=O.Cl.[CH2:35]([NH2:42])[C:36]1[CH:41]=[CH:40][CH:39]=[CH:38][CH:37]=1. The catalyst is O1CCCC1. The product is [CH2:35]([NH:42][C:31](=[O:33])[C:2]1[CH:24]=[CH:23][C:5]([CH2:6][CH:7]2[CH2:11][CH2:10][N:9]([CH:12]3[CH2:13][CH2:14][C:15](=[O:19])[CH2:20][CH2:21]3)[C:8]2=[O:22])=[C:4]([Cl:25])[CH:3]=1)[C:36]1[CH:41]=[CH:40][CH:39]=[CH:38][CH:37]=1. The yield is 0.120. (5) The reactants are [CH3:1][NH:2][C:3]1[CH:8]=[CH:7][C:6]([N+:9]([O-:11])=[O:10])=[CH:5][C:4]=1[N+:12]([O-:14])=[O:13].[CH3:15][O:16][C:17](=[O:24])[CH2:18][CH2:19][CH2:20][C:21](Cl)=[O:22]. No catalyst specified. The product is [CH3:15][O:16][C:17](=[O:24])[CH2:18][CH2:19][CH2:20][C:21](=[O:22])[N:2]([C:3]1[CH:8]=[CH:7][C:6]([N+:9]([O-:11])=[O:10])=[CH:5][C:4]=1[N+:12]([O-:14])=[O:13])[CH3:1]. The yield is 0.790. (6) The reactants are Br[C:2]1[CH:14]=[CH:13][C:12]2[C:11]3[C:6](=[CH:7][C:8]([Br:15])=[CH:9][CH:10]=3)[C:5]([CH3:17])([CH3:16])[C:4]=2[CH:3]=1.[C:18]1([C:27]2[CH:32]=[CH:31][CH:30]=[CH:29][CH:28]=2)[CH:23]=[CH:22][CH:21]=[CH:20][C:19]=1B(O)O.C([O-])([O-])=O.[Na+].[Na+].CCO. The catalyst is C1C=CC([P]([Pd]([P](C2C=CC=CC=2)(C2C=CC=CC=2)C2C=CC=CC=2)([P](C2C=CC=CC=2)(C2C=CC=CC=2)C2C=CC=CC=2)[P](C2C=CC=CC=2)(C2C=CC=CC=2)C2C=CC=CC=2)(C2C=CC=CC=2)C2C=CC=CC=2)=CC=1.C1(C)C=CC=CC=1. The product is [C:18]1([C:27]2[CH:28]=[CH:29][CH:30]=[CH:31][CH:32]=2)[CH:23]=[CH:22][CH:21]=[CH:20][C:19]=1[C:2]1[CH:14]=[CH:13][C:12]2[C:11]3[C:6](=[CH:7][C:8]([Br:15])=[CH:9][CH:10]=3)[C:5]([CH3:17])([CH3:16])[C:4]=2[CH:3]=1. The yield is 0.630. (7) The reactants are [Cl:1][C:2]1[S:6][C:5]([CH:7]=[CH:8]N(C)C)=[N:4][CH:3]=1.[N+]([O-])([O-])=O.[CH3:16][O:17][C:18]1[CH:19]=[C:20]([NH:28][C:29]([NH2:31])=[NH2+:30])[CH:21]=[C:22]([O:26][CH3:27])[C:23]=1[O:24][CH3:25].[OH-].[Na+].[CH:34](O)(C)C. No catalyst specified. The product is [Cl:1][C:2]1[S:6][C:5]([C:7]2[CH:8]=[CH:34][N:31]=[C:29]([NH:28][C:20]3[CH:21]=[C:22]([O:26][CH3:27])[C:23]([O:24][CH3:25])=[C:18]([O:17][CH3:16])[CH:19]=3)[N:30]=2)=[N:4][CH:3]=1. The yield is 0.350.